Dataset: Reaction yield outcomes from USPTO patents with 853,638 reactions. Task: Predict the reaction yield, written as a fraction of the theoretical maximum amount of product (1.0 means a 100% yield; for example, 0.34 means a 34% yield). The reactants are [CH2:1]([N:4]1[CH2:8][CH2:7][C@@H:6]([C:9]2[CH:14]=[CH:13][C:12]([NH2:15])=[CH:11][CH:10]=2)[CH2:5]1)[CH2:2][CH3:3].C[Si](C)(C)[N-][Si](C)(C)C.[K+].[F:26][C:27]([F:40])([F:39])[S:28][C:29]1[CH:34]=[CH:33][C:32]([S:35](F)(=[O:37])=[O:36])=[CH:31][CH:30]=1. The catalyst is C1COCC1. The product is [CH2:1]([N:4]1[CH2:8][CH2:7][C@@H:6]([C:9]2[CH:10]=[CH:11][C:12]([NH:15][S:35]([C:32]3[CH:33]=[CH:34][C:29]([S:28][C:27]([F:40])([F:26])[F:39])=[CH:30][CH:31]=3)(=[O:37])=[O:36])=[CH:13][CH:14]=2)[CH2:5]1)[CH2:2][CH3:3]. The yield is 0.890.